The task is: Predict the reactants needed to synthesize the given product.. This data is from Full USPTO retrosynthesis dataset with 1.9M reactions from patents (1976-2016). (1) Given the product [Cl:1][C:2]1[CH:7]=[CH:6][C:5]([C:8]2[C:9]([CH3:10])=[CH:16][NH:15][C:17]=2[C:18]([O:20][CH2:21][CH3:22])=[O:19])=[C:4]([F:14])[CH:3]=1, predict the reactants needed to synthesize it. The reactants are: [Cl:1][C:2]1[CH:7]=[CH:6][C:5](/[CH:8]=[C:9](/[N+]([O-])=O)\[CH3:10])=[C:4]([F:14])[CH:3]=1.[N+:15]([CH2:17][C:18]([O:20][CH2:21][CH3:22])=[O:19])#[C-:16].C1COCC1. (2) The reactants are: [Br:1][C:2]1[CH:3]=[CH:4][C:5]([O:10][CH2:11][CH2:12][CH3:13])=[C:6]([CH:9]=1)[CH:7]=O.[F:14][C:15]1[CH:20]=[CH:19][C:18]([C:21]2([OH:27])[CH2:26][CH2:25][NH:24][CH2:23][CH2:22]2)=[CH:17][CH:16]=1.CC(O)=O.[BH-](OC(C)=O)(OC(C)=O)OC(C)=O.[Na+]. Given the product [Br:1][C:2]1[CH:3]=[CH:4][C:5]([O:10][CH2:11][CH2:12][CH3:13])=[C:6]([CH2:7][N:24]2[CH2:23][CH2:22][C:21]([C:18]3[CH:19]=[CH:20][C:15]([F:14])=[CH:16][CH:17]=3)([OH:27])[CH2:26][CH2:25]2)[CH:9]=1, predict the reactants needed to synthesize it. (3) Given the product [CH3:1][C:2]1([CH2:6][O:7][C:11]2[N:16]=[N:15][C:14]([NH2:17])=[CH:13][CH:12]=2)[CH2:5][O:4][CH2:3]1, predict the reactants needed to synthesize it. The reactants are: [CH3:1][C:2]1([CH2:6][OH:7])[CH2:5][O:4][CH2:3]1.[H-].[Na+].Cl[C:11]1[N:16]=[N:15][C:14]([NH2:17])=[CH:13][CH:12]=1.Cl. (4) Given the product [C:1]1([CH2:7][O:8][C:9]2[CH:14]=[CH:13][C:12]([C:15]([F:18])([F:17])[F:16])=[CH:11][C:10]=2[CH2:19][C:20]2[S:21][CH:22]=[C:23]([C:25]([O-:27])=[O:26])[N:24]=2)[CH:6]=[CH:5][CH:4]=[CH:3][CH:2]=1.[Na+:31], predict the reactants needed to synthesize it. The reactants are: [C:1]1([CH2:7][O:8][C:9]2[CH:14]=[CH:13][C:12]([C:15]([F:18])([F:17])[F:16])=[CH:11][C:10]=2[CH2:19][C:20]2[S:21][CH:22]=[C:23]([C:25]([O:27]CC)=[O:26])[N:24]=2)[CH:6]=[CH:5][CH:4]=[CH:3][CH:2]=1.[OH-].[Na+:31].O. (5) Given the product [O:18]=[C:17]1[NH:16][CH:15]=[N:14][C:13]2[N:9]([C:6]3[CH:7]=[CH:8][C:3]([CH:2]=[O:20])=[CH:4][CH:5]=3)[N:10]=[CH:11][C:12]1=2, predict the reactants needed to synthesize it. The reactants are: Br[CH:2](Br)[C:3]1[CH:8]=[CH:7][C:6]([N:9]2[C:13]3[N:14]=[CH:15][NH:16][C:17](=[O:18])[C:12]=3[CH:11]=[N:10]2)=[CH:5][CH:4]=1.[O:20]1CCOCC1.C(=O)([O-])[O-].[Ca+2]. (6) Given the product [F:27][C:24]([F:26])([F:25])[C:22]1[CH:21]=[C:5]([CH:4]=[C:3]([C:2]([F:28])([F:29])[F:1])[CH:23]=1)[CH2:6][O:7][CH2:8][C:9]1([CH2:18][CH2:19][C:51]#[N:52])[C:17]2[C:12](=[CH:13][CH:14]=[CH:15][CH:16]=2)[CH2:11][O:10]1, predict the reactants needed to synthesize it. The reactants are: [F:1][C:2]([F:29])([F:28])[C:3]1[CH:4]=[C:5]([CH:21]=[C:22]([C:24]([F:27])([F:26])[F:25])[CH:23]=1)[CH2:6][O:7][CH2:8][C:9]1([CH2:18][CH2:19]O)[C:17]2[C:12](=[CH:13][CH:14]=[CH:15][CH:16]=2)[CH2:11][O:10]1.C1(P(C2C=CC=CC=2)C2C=CC=CC=2)C=CC=CC=1.CC(C)(O)[C:51]#[N:52].N(C(OCC)=O)=NC(OCC)=O.